Dataset: Forward reaction prediction with 1.9M reactions from USPTO patents (1976-2016). Task: Predict the product of the given reaction. Given the reactants FC(F)(F)C(O)=O.[Br:8][C:9]1[CH:10]=[CH:11][C:12]([OH:25])=[C:13]([CH2:15][NH:16][NH:17]C(OC(C)(C)C)=O)[CH:14]=1.O=[C:27]([CH2:33][C:34](=O)[CH3:35])[C:28]([O:30][CH2:31][CH3:32])=[O:29], predict the reaction product. The product is: [Br:8][C:9]1[CH:10]=[CH:11][C:12]([OH:25])=[C:13]([CH2:15][N:16]2[C:34]([CH3:35])=[CH:33][C:27]([C:28]([O:30][CH2:31][CH3:32])=[O:29])=[N:17]2)[CH:14]=1.